This data is from TCR-epitope binding with 47,182 pairs between 192 epitopes and 23,139 TCRs. The task is: Binary Classification. Given a T-cell receptor sequence (or CDR3 region) and an epitope sequence, predict whether binding occurs between them. (1) The epitope is FLNGSCGSV. The TCR CDR3 sequence is CASTLSDRGYEQYF. Result: 1 (the TCR binds to the epitope). (2) Result: 1 (the TCR binds to the epitope). The epitope is FLYNLLTRV. The TCR CDR3 sequence is CASSRTGAGEKLFF. (3) The epitope is QECVRGTTVL. The TCR CDR3 sequence is CAIGDTGINQPQHF. Result: 0 (the TCR does not bind to the epitope). (4) The TCR CDR3 sequence is CASSLFGYPRAPNTEAFF. The epitope is LLLGIGILV. Result: 1 (the TCR binds to the epitope). (5) The epitope is EIYKRWII. The TCR CDR3 sequence is CASSPPMGRAEGYTF. Result: 1 (the TCR binds to the epitope). (6) The TCR CDR3 sequence is CAISPGPGLTNTGELFF. The epitope is KTSVDCTMYI. Result: 1 (the TCR binds to the epitope).